Predict the product of the given reaction. From a dataset of Forward reaction prediction with 1.9M reactions from USPTO patents (1976-2016). (1) Given the reactants [CH:1]1[C:2]([CH2:10][C@@H:11]([NH2:28])[CH2:12][C:13]([N:15]2[CH2:27][C:19]3=[N:20][N:21]=[C:22]([C:23]([F:26])([F:25])[F:24])[N:18]3[CH2:17][CH2:16]2)=[O:14])=[C:3]([F:9])[CH:4]=[C:5]([F:8])[C:6]=1[F:7].[S:29](=[O:33])(=[O:32])([OH:31])[OH:30], predict the reaction product. The product is: [CH:1]1[C:2]([CH2:10][C@@H:11]([NH2:28])[CH2:12][C:13]([N:15]2[CH2:27][C:19]3=[N:20][N:21]=[C:22]([C:23]([F:26])([F:25])[F:24])[N:18]3[CH2:17][CH2:16]2)=[O:14])=[C:3]([F:9])[CH:4]=[C:5]([F:8])[C:6]=1[F:7].[S:29]([O-:33])([O-:32])(=[O:31])=[O:30]. (2) Given the reactants [NH:1]1[CH2:5][CH2:4][CH:3]([NH:6]C(=O)OC(C)(C)C)[CH2:2]1.C(N(CC)CC)C.[CH3:21][S:22]([Cl:25])(=[O:24])=[O:23].C(OCC)(=O)C, predict the reaction product. The product is: [ClH:25].[CH3:21][S:22]([N:1]1[CH2:5][CH2:4][CH:3]([NH2:6])[CH2:2]1)(=[O:24])=[O:23]. (3) Given the reactants Cl.[F:2][C:3]([F:7])([F:6])[CH2:4]N.N([O-])=O.[Na+].[Br:12][C:13]1[CH:18]=[CH:17][CH:16]=[CH:15][C:14]=1[CH2:19][CH:20]=[O:21], predict the reaction product. The product is: [Br:12][C:13]1[CH:18]=[CH:17][CH:16]=[CH:15][C:14]=1[CH2:19][C:20](=[O:21])[CH2:4][C:3]([F:7])([F:6])[F:2]. (4) Given the reactants [CH2:1]([NH:8][C:9](=[O:14])[CH2:10][C:11](=[O:13])[CH3:12])[C:2]1[CH:7]=[CH:6][CH:5]=[CH:4][CH:3]=1.BrBr.O.C([O-])=[O:19].[K+], predict the reaction product. The product is: [CH2:1]([NH:8][C:9](=[O:14])[CH2:10][C:11](=[O:13])[CH2:12][OH:19])[C:2]1[CH:7]=[CH:6][CH:5]=[CH:4][CH:3]=1. (5) Given the reactants [C:1]([O:5][C:6]([N:8]1[CH2:13][CH:12]([C:14]([O:16][CH3:17])=[O:15])[CH2:11][CH2:10][CH:9]1[C:18]([OH:20])=O)=[O:7])([CH3:4])([CH3:3])[CH3:2].[C:21]([NH:26][NH2:27])(=[O:25])[CH:22]([CH3:24])[CH3:23].CCN=C=NCCCN(C)C.Cl.C1C=CC2N(O)N=NC=2C=1.O, predict the reaction product. The product is: [C:21]([NH:26][NH:27][C:18]([CH:9]1[N:8]([C:6]([O:5][C:1]([CH3:2])([CH3:3])[CH3:4])=[O:7])[CH2:13][CH:12]([C:14]([O:16][CH3:17])=[O:15])[CH2:11][CH2:10]1)=[O:20])(=[O:25])[CH:22]([CH3:24])[CH3:23].